Dataset: NCI-60 drug combinations with 297,098 pairs across 59 cell lines. Task: Regression. Given two drug SMILES strings and cell line genomic features, predict the synergy score measuring deviation from expected non-interaction effect. (1) Cell line: OVCAR-4. Synergy scores: CSS=39.4, Synergy_ZIP=1.31, Synergy_Bliss=0.612, Synergy_Loewe=-33.5, Synergy_HSA=-0.842. Drug 2: CN(CC1=CN=C2C(=N1)C(=NC(=N2)N)N)C3=CC=C(C=C3)C(=O)NC(CCC(=O)O)C(=O)O. Drug 1: C1=CN(C=N1)CC(O)(P(=O)(O)O)P(=O)(O)O. (2) Drug 1: CC12CCC3C(C1CCC2=O)CC(=C)C4=CC(=O)C=CC34C. Drug 2: CC1CCC2CC(C(=CC=CC=CC(CC(C(=O)C(C(C(=CC(C(=O)CC(OC(=O)C3CCCCN3C(=O)C(=O)C1(O2)O)C(C)CC4CCC(C(C4)OC)O)C)C)O)OC)C)C)C)OC. Cell line: IGROV1. Synergy scores: CSS=38.8, Synergy_ZIP=-5.06, Synergy_Bliss=-5.23, Synergy_Loewe=-9.37, Synergy_HSA=-1.58.